Dataset: Catalyst prediction with 721,799 reactions and 888 catalyst types from USPTO. Task: Predict which catalyst facilitates the given reaction. Reactant: [CH3:1][O:2][C:3](=[O:14])[C:4]1[CH:9]=[C:8]([N+:10]([O-])=O)[CH:7]=[CH:6][C:5]=1[CH3:13]. Product: [CH3:1][O:2][C:3](=[O:14])[C:4]1[CH:9]=[C:8]([NH2:10])[CH:7]=[CH:6][C:5]=1[CH3:13]. The catalyst class is: 29.